The task is: Regression. Given a peptide amino acid sequence and an MHC pseudo amino acid sequence, predict their binding affinity value. This is MHC class I binding data.. This data is from Peptide-MHC class I binding affinity with 185,985 pairs from IEDB/IMGT. (1) The MHC is HLA-A69:01 with pseudo-sequence HLA-A69:01. The binding affinity (normalized) is 0.0847. The peptide sequence is RYICPVQQI. (2) The peptide sequence is IIPFIAYFV. The MHC is HLA-A33:01 with pseudo-sequence HLA-A33:01. The binding affinity (normalized) is 0.191. (3) The peptide sequence is IRSAEVVSR. The binding affinity (normalized) is 0.416. The MHC is HLA-B27:05 with pseudo-sequence HLA-B27:05. (4) The MHC is HLA-A11:01 with pseudo-sequence HLA-A11:01. The peptide sequence is WFGHLASDW. The binding affinity (normalized) is 0.0847. (5) The peptide sequence is CTEETKRNIA. The MHC is HLA-A02:06 with pseudo-sequence HLA-A02:06. The binding affinity (normalized) is 0.